Dataset: Forward reaction prediction with 1.9M reactions from USPTO patents (1976-2016). Task: Predict the product of the given reaction. (1) Given the reactants [C:1]12([NH:11]C(=O)C[Cl:14])[CH2:10][CH:5]3[CH2:6][CH:7]([CH2:9][CH:3]([CH2:4]3)[CH2:2]1)[CH2:8]2.NC(N)=S.C(O)(=O)C, predict the reaction product. The product is: [CH2:9]1[CH:7]2[CH2:8][C:1]3([NH2:11])[CH2:10][CH:5]([CH2:6]2)[CH2:4][CH:3]1[CH2:2]3.[ClH:14]. (2) The product is: [F:1][C:2]1[CH:3]=[CH:4][C:5](/[CH:8]=[CH:9]/[CH2:10][C:11]([CH3:25])([CH3:24])[CH2:12][N:13]([S:14]([C:17]2[CH:18]=[CH:19][C:20]([CH3:23])=[CH:21][CH:22]=2)(=[O:16])=[O:15])[C:31](=[O:32])[O:30][C:27]([CH3:29])([CH3:28])[CH3:26])=[CH:6][CH:7]=1. Given the reactants [F:1][C:2]1[CH:7]=[CH:6][C:5](/[CH:8]=[CH:9]/[CH2:10][C:11]([CH3:25])([CH3:24])[CH2:12][NH:13][S:14]([C:17]2[CH:22]=[CH:21][C:20]([CH3:23])=[CH:19][CH:18]=2)(=[O:16])=[O:15])=[CH:4][CH:3]=1.[CH3:26][C:27]([O:30][C:31](O[C:31]([O:30][C:27]([CH3:29])([CH3:28])[CH3:26])=[O:32])=[O:32])([CH3:29])[CH3:28].O, predict the reaction product. (3) Given the reactants [CH3:1][O:2][C:3]1[CH:9]=[C:8](B2OC(C)(C)C(C)(C)O2)[CH:7]=[CH:6][C:4]=1[NH2:5].Br[C:20]1[CH:21]=[N:22][C:23]([NH2:26])=[N:24][CH:25]=1.C(=O)([O-])[O-].[Na+].[Na+], predict the reaction product. The product is: [NH2:5][C:4]1[CH:6]=[CH:7][C:8]([C:20]2[CH:21]=[N:22][C:23]([NH2:26])=[N:24][CH:25]=2)=[CH:9][C:3]=1[O:2][CH3:1]. (4) The product is: [F:1][C:2]1[CH:3]=[C:4]([CH:54]=[C:55]([F:57])[CH:56]=1)[C:5]([C:7]1[CH:8]=[C:9]2[C:13](=[CH:14][CH:15]=1)[NH:12][N:11]=[C:10]2[NH:35][C:36](=[O:53])[C:37]1[CH:42]=[CH:41][C:40]([N:43]2[CH2:44][CH2:45][N:46]([CH3:49])[CH2:47][CH2:48]2)=[CH:39][C:38]=1[N+:50]([O-:52])=[O:51])=[O:6]. Given the reactants [F:1][C:2]1[CH:3]=[C:4]([CH:54]=[C:55]([F:57])[CH:56]=1)[C:5]([C:7]1[CH:8]=[C:9]2[C:13](=[CH:14][CH:15]=1)[N:12](C(C1C=CC=CC=1)(C1C=CC=CC=1)C1C=CC=CC=1)[N:11]=[C:10]2[NH:35][C:36](=[O:53])[C:37]1[CH:42]=[CH:41][C:40]([N:43]2[CH2:48][CH2:47][N:46]([CH3:49])[CH2:45][CH2:44]2)=[CH:39][C:38]=1[N+:50]([O-:52])=[O:51])=[O:6].FC(F)(F)C(O)=O, predict the reaction product. (5) The product is: [CH:1]([O:4][C:5]1[N:10]=[C:9]([C:11]2[C:19]3[C:14](=[CH:15][CH:16]=[C:17]([C:20]4[S:21][C:22]([N:49]5[CH2:50][CH2:51][C@H:47]([NH:46][C:44](=[O:45])[O:43][C:39]([CH3:41])([CH3:40])[CH3:42])[CH2:48]5)=[N:23][N:24]=4)[CH:18]=3)[N:13]([S:29]([C:32]3[CH:38]=[CH:37][C:35]([CH3:36])=[CH:34][CH:33]=3)(=[O:30])=[O:31])[CH:12]=2)[CH:8]=[CH:7][CH:6]=1)([CH3:3])[CH3:2]. Given the reactants [CH:1]([O:4][C:5]1[N:10]=[C:9]([C:11]2[C:19]3[C:14](=[CH:15][CH:16]=[C:17]([C:20]4[S:21][C:22](S(C)(=O)=O)=[N:23][N:24]=4)[CH:18]=3)[N:13]([S:29]([C:32]3[CH:38]=[CH:37][C:35]([CH3:36])=[CH:34][CH:33]=3)(=[O:31])=[O:30])[CH:12]=2)[CH:8]=[CH:7][CH:6]=1)([CH3:3])[CH3:2].[C:39]([O:43][C:44]([NH:46][C@H:47]1[CH2:51][CH2:50][NH:49][CH2:48]1)=[O:45])([CH3:42])([CH3:41])[CH3:40], predict the reaction product. (6) Given the reactants F[P-](F)(F)(F)(F)F.[N:8]1(O[P+](N(C)C)(N(C)C)N(C)C)[C:12]2[CH:13]=[CH:14][CH:15]=[CH:16][C:11]=2N=N1.ON1C2C=CC=CC=2N=N1.NC1C=CC=CC=1.[N:45]1([C:51]2[N:52]=[C:53]([CH2:58][C:59]([O-])=[O:60])[NH:54][C:55](=[O:57])[CH:56]=2)[CH2:50][CH2:49][O:48][CH2:47][CH2:46]1.[Na+], predict the reaction product. The product is: [N:45]1([C:51]2[N:52]=[C:53]([CH2:58][C:59]([NH:8][C:12]3[CH:11]=[CH:16][CH:15]=[CH:14][CH:13]=3)=[O:60])[NH:54][C:55](=[O:57])[CH:56]=2)[CH2:46][CH2:47][O:48][CH2:49][CH2:50]1. (7) Given the reactants [I:1][C:2]1[CH:10]=[CH:9][C:5]([C:6]([OH:8])=O)=[CH:4][CH:3]=1.Cl.[NH:12]1[CH2:15][CH2:14][CH2:13]1, predict the reaction product. The product is: [I:1][C:2]1[CH:3]=[CH:4][C:5]([C:6]([N:12]2[CH2:15][CH2:14][CH2:13]2)=[O:8])=[CH:9][CH:10]=1. (8) Given the reactants [C:1]1(=[O:7])[CH2:6][CH2:5][CH2:4][CH2:3][CH2:2]1.[OH:8][OH:9].[N+:10]([O-:13])([OH:12])=[O:11].[CH3:14][CH2:15][CH2:16][CH2:17][CH2:14][CH2:15][CH2:16][CH2:17]C(C)C.[C:25]([OH:28])(=[O:27])[CH3:26], predict the reaction product. The product is: [CH2:15]1[CH2:16][CH2:17][C:25]([O:28][O:7][C:1]2([O:8][OH:9])[CH2:6][CH2:5][CH2:4][CH2:3][CH2:2]2)([OH:27])[CH2:26][CH2:14]1.[N+:10]([O-:13])([OH:12])=[O:11]. (9) Given the reactants [N:1]1[CH:6]=[CH:5][CH:4]=[CH:3][C:2]=1[CH:7]([CH3:15])[C:8]([O:10]C(C)(C)C)=[O:9].Cl, predict the reaction product. The product is: [N:1]1[CH:6]=[CH:5][CH:4]=[CH:3][C:2]=1[CH:7]([CH3:15])[C:8]([OH:10])=[O:9].